Dataset: Reaction yield outcomes from USPTO patents with 853,638 reactions. Task: Predict the reaction yield, written as a fraction of the theoretical maximum amount of product (1.0 means a 100% yield; for example, 0.34 means a 34% yield). (1) The reactants are C(OC(=O)[NH:7][C@H:8]([CH2:31][C:32]1[CH:37]=[C:36]([F:38])[C:35]([F:39])=[CH:34][C:33]=1[F:40])[CH2:9][C:10]([N:12]1[CH2:17][CH2:16][N:15]2[C:18]([C:27]([F:30])([F:29])[F:28])=[N:19][C:20]([C:21](=[O:26])[NH:22][CH:23]3[CH2:25][CH2:24]3)=[C:14]2[CH2:13]1)=[O:11])(C)(C)C.[ClH:42]. The catalyst is C(OCC)(=O)C. The product is [ClH:42].[CH:23]1([NH:22][C:21]([C:20]2[N:19]=[C:18]([C:27]([F:28])([F:30])[F:29])[N:15]3[CH2:16][CH2:17][N:12]([C:10](=[O:11])[CH2:9][C@H:8]([NH2:7])[CH2:31][C:32]4[CH:37]=[C:36]([F:38])[C:35]([F:39])=[CH:34][C:33]=4[F:40])[CH2:13][C:14]=23)=[O:26])[CH2:25][CH2:24]1. The yield is 0.950. (2) The reactants are [C:1]([N:4]1[C:13]2[C:8](=[CH:9][CH:10]=[C:11]([F:14])[CH:12]=2)[CH:7]([O:15]C(=O)C)[CH2:6][CH:5]1[CH3:19])(=[O:3])[CH3:2].[OH-].[Na+].O. The catalyst is C(O)C. The product is [C:1]([N:4]1[C:13]2[C:8](=[CH:9][CH:10]=[C:11]([F:14])[CH:12]=2)[C@@H:7]([OH:15])[CH2:6][C@@H:5]1[CH3:19])(=[O:3])[CH3:2]. The yield is 0.340. (3) The reactants are BrC1C=CC(NC(=O)CO[C:12]2[CH:20]=[CH:19][CH:18]=[CH:17][C:13]=2[C:14](O)=[O:15])=CC=1.CN(C)C=O.C(Cl)(=O)C(Cl)=O.[NH2:33][CH2:34][C:35]([N:37]([CH3:44])[C:38]1[CH:43]=[CH:42][CH:41]=[CH:40][CH:39]=1)=[O:36].C(N(CC)CC)C. The catalyst is ClCCl. The product is [CH3:44][N:37]([C:38]1[CH:43]=[CH:42][CH:41]=[CH:40][CH:39]=1)[C:35](=[O:36])[CH2:34][NH:33][C:14](=[O:15])[C:13]1[CH:17]=[CH:18][CH:19]=[CH:20][CH:12]=1. The yield is 0.430. (4) The reactants are [C:1]1([CH2:7][C:8]([OH:10])=[O:9])[CH:6]=[CH:5][CH:4]=[CH:3][CH:2]=1.Br[CH2:12][C:13]([C:15]1[CH:20]=[C:19]([F:21])[C:18]([S:22][CH3:23])=[C:17]([F:24])[CH:16]=1)=O.C(N(C(C)C)CC)(C)C.N12CCCN=C1CCCCC2.Cl. The catalyst is C(#N)C. The product is [F:24][C:17]1[CH:16]=[C:15]([C:13]2[CH2:12][O:9][C:8](=[O:10])[C:7]=2[C:1]2[CH:6]=[CH:5][CH:4]=[CH:3][CH:2]=2)[CH:20]=[C:19]([F:21])[C:18]=1[S:22][CH3:23]. The yield is 0.760. (5) The reactants are [H-].[Na+].[C:3]([NH:6][CH:7]([C:13]([O:15][CH2:16][CH3:17])=[O:14])[C:8]([O:10][CH2:11][CH3:12])=[O:9])(=[O:5])[CH3:4].Br[CH:19]1[CH2:27][C:26]2[C:21](=[CH:22][CH:23]=[C:24]([CH2:28][CH2:29][CH2:30][CH2:31][CH2:32][CH2:33][CH2:34][CH3:35])[CH:25]=2)[C:20]1=[O:36]. The catalyst is CN(C=O)C. The product is [CH2:11]([O:10][C:8](=[O:9])[C:7]([NH:6][C:3](=[O:5])[CH3:4])([CH:19]1[CH2:27][C:26]2[C:21](=[CH:22][CH:23]=[C:24]([CH2:28][CH2:29][CH2:30][CH2:31][CH2:32][CH2:33][CH2:34][CH3:35])[CH:25]=2)[C:20]1=[O:36])[C:13]([O:15][CH2:16][CH3:17])=[O:14])[CH3:12]. The yield is 0.650.